From a dataset of Peptide-MHC class I binding affinity with 185,985 pairs from IEDB/IMGT. Regression. Given a peptide amino acid sequence and an MHC pseudo amino acid sequence, predict their binding affinity value. This is MHC class I binding data. (1) The peptide sequence is QIQWMYRQQ. The MHC is Mamu-A70103 with pseudo-sequence Mamu-A70103. The binding affinity (normalized) is 0. (2) The peptide sequence is TIKYSNDNR. The binding affinity (normalized) is 0.899. The MHC is HLA-A68:01 with pseudo-sequence HLA-A68:01. (3) The peptide sequence is RPPYSSYGY. The MHC is HLA-B51:01 with pseudo-sequence HLA-B51:01. The binding affinity (normalized) is 0.0847. (4) The peptide sequence is MALMKLAAL. The MHC is HLA-A23:01 with pseudo-sequence HLA-A23:01. The binding affinity (normalized) is 0.0163.